Predict the reaction yield, written as a fraction of the theoretical maximum amount of product (1.0 means a 100% yield; for example, 0.34 means a 34% yield). From a dataset of Reaction yield outcomes from USPTO patents with 853,638 reactions. (1) The reactants are [NH2:1][C:2]1[N:3]=[CH:4][C:5]([C:8]2[CH:13]=[CH:12][C:11]([C:14]3[C:15]([S:20]([NH:23]C(C)(C)C)(=[O:22])=[O:21])=[CH:16][CH:17]=[CH:18][CH:19]=3)=[CH:10][C:9]=2[F:28])=[N:6][CH:7]=1.C1(OC)C=CC=CC=1.C(O)(C(F)(F)F)=O. No catalyst specified. The product is [NH2:1][C:2]1[N:3]=[CH:4][C:5]([C:8]2[CH:13]=[CH:12][C:11]([C:14]3[C:15]([S:20]([NH2:23])(=[O:22])=[O:21])=[CH:16][CH:17]=[CH:18][CH:19]=3)=[CH:10][C:9]=2[F:28])=[N:6][CH:7]=1. The yield is 0.724. (2) The reactants are [CH:1]1[C:11]2[CH2:10][CH2:9][C:8]3[CH:12]=[CH:13][CH:14]=[CH:15][C:7]=3[NH:6][C:5]=2[CH:4]=[CH:3][C:2]=1[C:16]([OH:18])=[O:17].S(Cl)(Cl)=O.[CH2:23](O)[CH3:24]. No catalyst specified. The product is [CH:1]1[C:11]2[CH2:10][CH2:9][C:8]3[CH:12]=[CH:13][CH:14]=[CH:15][C:7]=3[NH:6][C:5]=2[CH:4]=[CH:3][C:2]=1[C:16]([O:18][CH2:23][CH3:24])=[O:17]. The yield is 0.810.